This data is from Peptide-MHC class I binding affinity with 185,985 pairs from IEDB/IMGT. The task is: Regression. Given a peptide amino acid sequence and an MHC pseudo amino acid sequence, predict their binding affinity value. This is MHC class I binding data. (1) The peptide sequence is VSSFNNGTL. The MHC is H-2-Db with pseudo-sequence H-2-Db. The binding affinity (normalized) is 0.184. (2) The peptide sequence is SIDHCSSFIV. The MHC is HLA-A02:01 with pseudo-sequence HLA-A02:01. The binding affinity (normalized) is 0.710. (3) The peptide sequence is CTFLLNKEMY. The MHC is HLA-A23:01 with pseudo-sequence HLA-A23:01. The binding affinity (normalized) is 0. (4) The binding affinity (normalized) is 0.821. The peptide sequence is DTTTDISKY. The MHC is HLA-A26:01 with pseudo-sequence HLA-A26:01.